This data is from Reaction yield outcomes from USPTO patents with 853,638 reactions. The task is: Predict the reaction yield, written as a fraction of the theoretical maximum amount of product (1.0 means a 100% yield; for example, 0.34 means a 34% yield). (1) The reactants are F[P-](F)(F)(F)(F)F.N1(O[P+](N(C)C)(N(C)C)N(C)C)C2C=CC=CC=2N=N1.[CH:28]1([CH2:33][CH:34]([C:38]2[CH:43]=[CH:42][C:41]([C:44]([F:47])([F:46])[F:45])=[CH:40][CH:39]=2)[C:35]([OH:37])=O)[CH2:32][CH2:31][CH2:30][CH2:29]1.[NH2:48][C:49]1[CH:54]=[CH:53][CH:52]=[CH:51][N:50]=1.C(N(CC)C(C)C)(C)C. The catalyst is CN(C)C=O.O. The product is [CH:28]1([CH2:33][CH:34]([C:38]2[CH:43]=[CH:42][C:41]([C:44]([F:47])([F:46])[F:45])=[CH:40][CH:39]=2)[C:35]([NH:48][C:49]2[CH:54]=[CH:53][CH:52]=[CH:51][N:50]=2)=[O:37])[CH2:29][CH2:30][CH2:31][CH2:32]1. The yield is 0.533. (2) The reactants are [CH3:1][N:2]([CH3:32])[C:3]([CH3:31])([CH2:22][O:23][Si](C(C)(C)C)(C)C)[CH:4]([NH:11][C:12](=[O:21])[C:13]1[CH:18]=[CH:17][CH:16]=[C:15]([CH3:19])[C:14]=1[CH3:20])[C:5]1[CH:10]=[CH:9][CH:8]=[CH:7][CH:6]=1.[F-].C([N+](CCCC)(CCCC)CCCC)CCC.C(OCC)(=O)C.CCCCC. The catalyst is C1COCC1. The product is [CH3:32][N:2]([CH3:1])[C:3]([CH3:31])([CH2:22][OH:23])[CH:4]([NH:11][C:12](=[O:21])[C:13]1[CH:18]=[CH:17][CH:16]=[C:15]([CH3:19])[C:14]=1[CH3:20])[C:5]1[CH:6]=[CH:7][CH:8]=[CH:9][CH:10]=1. The yield is 0.630. (3) The reactants are [CH2:1]=[O:2].OS(O)(=O)=O.C([N:11]1[C:15](=[O:16])[C:14]2=[CH:17][CH:18]=[CH:19][CH:20]=[C:13]2[C:12]1=[O:21])C=C.[OH2:22]. No catalyst specified. The product is [O:2]1[CH2:19][CH2:20][CH:13]([CH2:12][C:20]2[CH:19]=[CH:18][CH:17]=[C:14]3[C:15]([NH:11][C:12](=[O:21])[C:13]=23)=[O:16])[O:22][CH2:1]1. The yield is 0.540. (4) The reactants are [Cl:1][C:2]1[CH:3]=[C:4]([C@H:9]([O:23][CH2:24][C:25]#[N:26])[C@@H:10]2[CH2:15][CH2:14][CH2:13][N:12]([C:16]([O:18][C:19]([CH3:22])([CH3:21])[CH3:20])=[O:17])[CH2:11]2)[CH:5]=[C:6]([F:8])[CH:7]=1.S(C)C.CO. The catalyst is C1COCC1. The product is [NH2:26][CH2:25][CH2:24][O:23][C@@H:9]([C:4]1[CH:5]=[C:6]([F:8])[CH:7]=[C:2]([Cl:1])[CH:3]=1)[C@@H:10]1[CH2:15][CH2:14][CH2:13][N:12]([C:16]([O:18][C:19]([CH3:22])([CH3:21])[CH3:20])=[O:17])[CH2:11]1. The yield is 0.280.